From a dataset of Forward reaction prediction with 1.9M reactions from USPTO patents (1976-2016). Predict the product of the given reaction. (1) Given the reactants [NH2:1]/[C:2](=[N:12]\[O:13][C:14]([C@H:16]1[CH2:20][CH2:19][C@H:18]([NH:21][C:22](=[O:28])[O:23][C:24]([CH3:27])([CH3:26])[CH3:25])[CH2:17]1)=O)/[C:3]([F:11])([F:10])[C:4]1[CH:9]=[CH:8][CH:7]=[CH:6][CH:5]=1.O.O.O.C([O-])(=O)C.[Na+], predict the reaction product. The product is: [F:10][C:3]([F:11])([C:4]1[CH:9]=[CH:8][CH:7]=[CH:6][CH:5]=1)[C:2]1[N:1]=[C:14]([C@H:16]2[CH2:20][CH2:19][C@H:18]([NH:21][C:22](=[O:28])[O:23][C:24]([CH3:27])([CH3:26])[CH3:25])[CH2:17]2)[O:13][N:12]=1. (2) Given the reactants [Br:1][C:2]1[CH:3]=[N:4][CH:5]=[C:6]([Br:9])[C:7]=1Cl.[NH:10]([CH2:13][CH3:14])[CH2:11][CH3:12].C(N(CC)C=O)C, predict the reaction product. The product is: [Br:1][C:2]1[CH:3]=[N:4][CH:5]=[C:6]([Br:9])[C:7]=1[N:10]([CH2:13][CH3:14])[CH2:11][CH3:12]. (3) Given the reactants [Br:1][C:2]1[CH:3]=[C:4]2[C:10]([C:11]3[CH:16]=[CH:15][CH:14]=[CH:13][C:12]=3[O:17][CH3:18])=[N:9][N:8](COCC[Si](C)(C)C)[C:5]2=[N:6][CH:7]=1.[F-].C([N+](CCCC)(CCCC)CCCC)CCC.C(O)(=O)C, predict the reaction product. The product is: [Br:1][C:2]1[CH:3]=[C:4]2[C:10]([C:11]3[CH:16]=[CH:15][CH:14]=[CH:13][C:12]=3[O:17][CH3:18])=[N:9][NH:8][C:5]2=[N:6][CH:7]=1. (4) Given the reactants [F:1][C:2]([F:13])([F:12])[C:3]1[CH:4]=[C:5]2[C:9](=[CH:10][CH:11]=1)[NH:8][CH:7]=[CH:6]2.[Cl-].[In+3].[Cl-].[Cl-].O.C(=O)(O)[O-].[Na+].[C:24](OC(=O)C)(=[O:26])[CH3:25], predict the reaction product. The product is: [F:13][C:2]([F:1])([F:12])[C:3]1[CH:4]=[C:5]2[C:9](=[CH:10][CH:11]=1)[NH:8][CH:7]=[C:6]2[C:24](=[O:26])[CH3:25]. (5) Given the reactants [C:1]([C:4]1[C:22](=[O:23])[C@@:8]2([CH3:24])[C:9]3[C:15]([OH:16])=[CH:14][C:13]([O:17][CH3:18])=[C:12]([C:19]([NH2:21])=[O:20])[C:10]=3[O:11][C:7]2=[CH:6][C:5]=1[OH:25])(=[O:3])[CH3:2].[Br:26][C:27]1[C:36]2[C:31](=[CH:32][CH:33]=[CH:34][CH:35]=2)[C:30]([CH:37]=O)=[CH:29][CH:28]=1.C([SiH](CC)CC)C.FC(F)(F)C(O)=O, predict the reaction product. The product is: [C:1]([C:4]1[C:22](=[O:23])[C@@:8]2([CH3:24])[C:9]3[C:15]([OH:16])=[CH:14][C:13]([O:17][CH3:18])=[C:12]([C:19]([NH:21][CH2:37][C:30]4[C:31]5[C:36](=[CH:35][CH:34]=[CH:33][CH:32]=5)[C:27]([Br:26])=[CH:28][CH:29]=4)=[O:20])[C:10]=3[O:11][C:7]2=[CH:6][C:5]=1[OH:25])(=[O:3])[CH3:2].